This data is from Forward reaction prediction with 1.9M reactions from USPTO patents (1976-2016). The task is: Predict the product of the given reaction. (1) Given the reactants [NH:1]1[CH2:6][CH2:5][CH:4]([C:7]2[NH:29][C:10]3=[N:11][CH:12]=[CH:13][C:14]([C:15]4[N:20]=[C:19]([NH:21][CH2:22][CH:23]5[CH2:28][CH2:27][O:26][CH2:25][CH2:24]5)[CH:18]=[CH:17][CH:16]=4)=[C:9]3[CH:8]=2)[CH2:3][CH2:2]1.C=O.O.[C:33]([BH3-])#N.[Na+], predict the reaction product. The product is: [CH3:33][N:1]1[CH2:6][CH2:5][CH:4]([C:7]2[NH:29][C:10]3=[N:11][CH:12]=[CH:13][C:14]([C:15]4[N:20]=[C:19]([NH:21][CH2:22][CH:23]5[CH2:28][CH2:27][O:26][CH2:25][CH2:24]5)[CH:18]=[CH:17][CH:16]=4)=[C:9]3[CH:8]=2)[CH2:3][CH2:2]1. (2) Given the reactants Cl.[C:2]([C:4]1[C:5]([F:21])=[CH:6][C:7]([O:19][CH3:20])=[C:8]([CH:18]=1)[C:9]([NH:11][CH:12]1[CH2:17][CH2:16][NH:15][CH2:14][CH2:13]1)=[O:10])#[N:3].[CH3:22][C:23]1[C:31]2[CH2:30][O:29][C:28](=[O:32])[C:27]=2[CH:26]=[CH:25][C:24]=1[CH2:33][CH:34]=O, predict the reaction product. The product is: [C:2]([C:4]1[C:5]([F:21])=[CH:6][C:7]([O:19][CH3:20])=[C:8]([CH:18]=1)[C:9]([NH:11][CH:12]1[CH2:13][CH2:14][N:15]([CH2:34][CH2:33][C:24]2[C:23]([CH3:22])=[C:31]3[C:27](=[CH:26][CH:25]=2)[C:28](=[O:32])[O:29][CH2:30]3)[CH2:16][CH2:17]1)=[O:10])#[N:3]. (3) The product is: [CH:1]1([C:4]([C:6]2[CH:11]=[CH:10][CH:9]=[C:8]([CH:12]([CH3:13])[CH3:14])[C:7]=2[OH:15])=[O:5])[CH2:2][CH2:3]1. Given the reactants [CH:1]1([C:4]([C:6]2[CH:11]=[CH:10][CH:9]=[C:8]([CH:12]([CH3:14])[CH3:13])[C:7]=2[O:15]C2CCCCO2)=[O:5])[CH2:3][CH2:2]1.Cl.C(=O)(O)[O-].[Na+], predict the reaction product. (4) Given the reactants [NH2:1][CH:2]([C:32]#[N:33])[CH2:3][C@H:4]1[CH2:15][CH2:14][C:13]2[S:12][C:11]3[N:10]=[CH:9][N:8]=[C:7]([O:16][CH:17]4[CH2:22][CH2:21][CH:20]([N:23]([CH3:31])[C:24](=[O:30])[O:25][C:26]([CH3:29])([CH3:28])[CH3:27])[CH2:19][CH2:18]4)[C:6]=3[C:5]1=2.C(N(CC)CC)C.Cl[C:42]([O:44][CH2:45][C:46]1[CH:51]=[CH:50][CH:49]=[CH:48][CH:47]=1)=[O:43], predict the reaction product. The product is: [C:26]([O:25][C:24]([N:23]([CH3:31])[CH:20]1[CH2:19][CH2:18][CH:17]([O:16][C:7]2[C:6]3[C:5]4[C@@H:4]([CH2:3][CH:2]([NH:1][C:42](=[O:43])[O:44][CH2:45][C:46]5[CH:51]=[CH:50][CH:49]=[CH:48][CH:47]=5)[C:32]#[N:33])[CH2:15][CH2:14][C:13]=4[S:12][C:11]=3[N:10]=[CH:9][N:8]=2)[CH2:22][CH2:21]1)=[O:30])([CH3:29])([CH3:27])[CH3:28].